Task: Predict which catalyst facilitates the given reaction.. Dataset: Catalyst prediction with 721,799 reactions and 888 catalyst types from USPTO (1) Reactant: [CH2:1]([C:3]1[CH:7]=[C:6]([NH2:8])[N:5]([C:9]2[CH:14]=[CH:13][CH:12]=[CH:11][CH:10]=2)[N:4]=1)[CH3:2].C(=O)([O-])[O-].[K+].[K+].Cl[C:22]([O:24][C:25]1[CH:30]=[CH:29][CH:28]=[CH:27][CH:26]=1)=[O:23]. Product: [CH2:1]([C:3]1[CH:7]=[C:6]([NH:8][C:22](=[O:23])[O:24][C:25]2[CH:30]=[CH:29][CH:28]=[CH:27][CH:26]=2)[N:5]([C:9]2[CH:14]=[CH:13][CH:12]=[CH:11][CH:10]=2)[N:4]=1)[CH3:2]. The catalyst class is: 1. (2) Reactant: [CH2:1]([O:8][C:9]1[CH:18]=[C:17]2[C:12]([C:13](=O)[CH2:14][CH2:15][O:16]2)=[CH:11][CH:10]=1)[C:2]1[CH:7]=[CH:6][CH:5]=[CH:4][CH:3]=1.[CH3:20][Mg]Br.[NH4+].[Cl-].Cl. Product: [CH2:1]([O:8][C:9]1[CH:18]=[C:17]2[C:12]([C:13]([CH3:20])=[CH:14][CH2:15][O:16]2)=[CH:11][CH:10]=1)[C:2]1[CH:7]=[CH:6][CH:5]=[CH:4][CH:3]=1. The catalyst class is: 1. (3) Reactant: [CH2:1]([O:3][C:4]1[C:5]2[CH:12]=[CH:11][NH:10][C:6]=2[N:7]=[CH:8][N:9]=1)[CH3:2].CN(C)C=O.[I:18]N1C(=O)CCC1=O.O. Product: [CH2:1]([O:3][C:4]1[C:5]2[C:12]([I:18])=[CH:11][NH:10][C:6]=2[N:7]=[CH:8][N:9]=1)[CH3:2]. The catalyst class is: 4. (4) Reactant: [NH2:1][C:2]1[CH:7]=[CH:6][CH:5]=[CH:4][CH:3]=1.CCN(C(C)C)C(C)C.[Br:17][C:18]1[CH:23]=[CH:22][C:21]([N+:24]([O-:26])=[O:25])=[C:20](F)[CH:19]=1. Product: [Br:17][C:18]1[CH:23]=[CH:22][C:21]([N+:24]([O-:26])=[O:25])=[C:20]([CH:19]=1)[NH:1][C:2]1[CH:7]=[CH:6][CH:5]=[CH:4][CH:3]=1. The catalyst class is: 58. (5) Reactant: Br[C:2]1[CH:7]=[CH:6][C:5]([C@H:8]2[N:16]3[C@@H:11]([CH2:12][CH2:13][CH2:14][CH2:15]3)[CH2:10][CH2:9]2)=[CH:4][CH:3]=1.C([Li])CCC.C[Si]([O:26]O[Si](C)(C)C)(C)C. Product: [OH:26][C:2]1[CH:7]=[CH:6][C:5]([C@H:8]2[N:16]3[C@@H:11]([CH2:12][CH2:13][CH2:14][CH2:15]3)[CH2:10][CH2:9]2)=[CH:4][CH:3]=1. The catalyst class is: 305. (6) Reactant: [NH2:1][C:2]1[C:3]([C:11]#[N:12])=[N:4][CH:5]=[C:6]([CH:8]([CH3:10])[CH3:9])[N:7]=1.CO[CH:15](OC)[N:16]([CH3:18])[CH3:17]. Product: [C:11]([C:3]1[C:2]([N:1]=[CH:15][N:16]([CH3:18])[CH3:17])=[N:7][C:6]([CH:8]([CH3:10])[CH3:9])=[CH:5][N:4]=1)#[N:12]. The catalyst class is: 11. (7) Product: [F:1][C:2]1[C:3]([OH:30])=[C:4]([C:8]2[N:13]([CH2:14][CH2:15][C:16]3[CH:17]=[CH:18][CH:19]=[CH:20][CH:21]=3)[C:12](=[O:22])[C:11]([C:23]3[S:27][C:26]([CH3:28])=[N:25][CH:24]=3)=[C:10]([CH3:29])[N:9]=2)[CH:5]=[CH:6][CH:7]=1. The catalyst class is: 15. Reactant: [F:1][C:2]1[C:3]([O:30]CC2C=CC=CC=2)=[C:4]([C:8]2[N:13]([CH2:14][CH2:15][C:16]3[CH:21]=[CH:20][CH:19]=[CH:18][CH:17]=3)[C:12](=[O:22])[C:11]([C:23]3[S:27][C:26]([CH3:28])=[N:25][CH:24]=3)=[C:10]([CH3:29])[N:9]=2)[CH:5]=[CH:6][CH:7]=1.Br. (8) Reactant: [CH3:1][C@@:2]12[C:21]([C:22]3[CH:23]=[N:24][CH:25]=[CH:26][CH:27]=3)=[CH:20][CH2:19][C@H:3]1[CH:4]1[C@H:9]([CH2:10][CH2:11]2)[C@:8]([CH2:13][CH2:14][C:15](O)=O)([CH3:12])[C:7](=O)[CH2:6][CH2:5]1.[NH3:28].[OH2:29]. Product: [CH3:12][C@@:8]12[C@H:9]3[CH2:10][CH2:11][C@@:2]4([CH3:1])[C@H:3]([C@@H:4]3[CH2:5][CH:6]=[C:7]1[NH:28][C:15](=[O:29])[CH2:14][CH2:13]2)[CH2:19][CH:20]=[C:21]4[C:22]1[CH:23]=[N:24][CH:25]=[CH:26][CH:27]=1. The catalyst class is: 196. (9) Product: [C:37]12([NH:42][C:30]([C:29]3[CH:28]=[C:27]([C:18]4[C:19]([O:21][CH2:22][C:23]([F:26])([F:25])[F:24])=[CH:20][C:10]5[O:9][C:8]([C:5]6[CH:6]=[CH:7][C:2]([F:1])=[CH:3][CH:4]=6)=[C:12]([C:13]([NH:14][CH3:15])=[O:16])[C:11]=5[CH:17]=4)[CH:35]=[CH:34][CH:33]=3)=[O:32])[CH2:41][CH:39]([CH2:40]1)[CH2:38]2. The catalyst class is: 3. Reactant: [F:1][C:2]1[CH:7]=[CH:6][C:5]([C:8]2[O:9][C:10]3[CH:20]=[C:19]([O:21][CH2:22][C:23]([F:26])([F:25])[F:24])[C:18]([C:27]4[CH:28]=[C:29]([CH:33]=[CH:34][CH:35]=4)[C:30]([OH:32])=O)=[CH:17][C:11]=3[C:12]=2[C:13](=[O:16])[NH:14][CH3:15])=[CH:4][CH:3]=1.Cl.[C:37]12([NH2:42])[CH2:41][CH:39]([CH2:40]1)[CH2:38]2.CCN(C(C)C)C(C)C.